The task is: Predict the reactants needed to synthesize the given product.. This data is from Full USPTO retrosynthesis dataset with 1.9M reactions from patents (1976-2016). (1) Given the product [N:9]1[CH:8]=[CH:13][CH:12]=[C:11]([O:2][CH2:1][CH2:3][NH2:4])[N:10]=1, predict the reactants needed to synthesize it. The reactants are: [CH2:1]([CH2:3][NH2:4])[OH:2].[H-].[Na+].Cl[C:8]1[N:9]=[N:10][C:11](Cl)=[CH:12][CH:13]=1. (2) The reactants are: [C:1]1([C:7]2[CH:11]=[CH:10][NH:9][N:8]=2)[CH:6]=[CH:5][CH:4]=[CH:3][CH:2]=1.C1C(=O)N([Br:19])C(=O)C1.O. Given the product [Br:19][C:11]1[C:7]([C:1]2[CH:2]=[CH:3][CH:4]=[CH:5][CH:6]=2)=[N:8][NH:9][CH:10]=1, predict the reactants needed to synthesize it. (3) Given the product [Br:1][C:2]1[CH:3]=[C:4]2[N:10]=[C:9]([C:11]3[CH:12]=[CH:13][C:14]([O:17][CH2:21][C:22]([NH2:24])=[O:23])=[CH:15][CH:16]=3)[NH:8][C:5]2=[N:6][CH:7]=1, predict the reactants needed to synthesize it. The reactants are: [Br:1][C:2]1[CH:3]=[C:4]2[N:10]=[C:9]([C:11]3[CH:16]=[CH:15][C:14]([OH:17])=[CH:13][CH:12]=3)[NH:8][C:5]2=[N:6][CH:7]=1.[H-].[Na+].Cl[CH2:21][C:22]([NH2:24])=[O:23].